From a dataset of Reaction yield outcomes from USPTO patents with 853,638 reactions. Predict the reaction yield, written as a fraction of the theoretical maximum amount of product (1.0 means a 100% yield; for example, 0.34 means a 34% yield). The yield is 0.620. The product is [CH:1]1([C:4]2[NH:8][N:7]=[C:6]([NH:9][C:10]3[C:17]([F:18])=[CH:16][C:13](/[CH:14]=[N:32]/[CH:29]4[CH2:31][CH2:30]4)=[C:12]([NH:19][C@H:20]([C:22]4[CH:27]=[CH:26][C:25]([F:28])=[CH:24][CH:23]=4)[CH3:21])[N:11]=3)[CH:5]=2)[CH2:3][CH2:2]1. The reactants are [CH:1]1([C:4]2[NH:8][N:7]=[C:6]([NH:9][C:10]3[C:17]([F:18])=[CH:16][C:13]([CH:14]=O)=[C:12]([NH:19][C@H:20]([C:22]4[CH:27]=[CH:26][C:25]([F:28])=[CH:24][CH:23]=4)[CH3:21])[N:11]=3)[CH:5]=2)[CH2:3][CH2:2]1.[CH:29]1([NH2:32])[CH2:31][CH2:30]1.[BH-](OC(C)=O)(OC(C)=O)OC(C)=O.[Na+]. The catalyst is C1COCC1.